From a dataset of Catalyst prediction with 721,799 reactions and 888 catalyst types from USPTO. Predict which catalyst facilitates the given reaction. Reactant: [Br:1][C:2]1[N:7]2[CH:8]=[CH:9][N:10]=[C:6]2[C:5](Br)=[N:4][CH:3]=1.[F:12][C:13]1[CH:14]=[C:15]([NH2:26])[CH:16]=[CH:17][C:18]=1[N:19]1[CH2:24][CH2:23][N:22]([CH3:25])[CH2:21][CH2:20]1.CCN(C(C)C)C(C)C. Product: [Br:1][C:2]1[N:7]2[CH:8]=[CH:9][N:10]=[C:6]2[C:5]([NH:26][C:15]2[CH:16]=[CH:17][C:18]([N:19]3[CH2:24][CH2:23][N:22]([CH3:25])[CH2:21][CH2:20]3)=[C:13]([F:12])[CH:14]=2)=[N:4][CH:3]=1. The catalyst class is: 41.